Predict which catalyst facilitates the given reaction. From a dataset of Catalyst prediction with 721,799 reactions and 888 catalyst types from USPTO. (1) Reactant: [C:1]1([CH3:12])[CH:6]=[CH:5][CH:4]=[CH:3][C:2]=1[CH2:7][S:8](Cl)(=[O:10])=[O:9].[CH3:13][O:14][C:15]1[CH:22]=[C:21]([O:23][CH3:24])[CH:20]=[CH:19][C:16]=1[CH2:17][NH2:18].O.C(OCC)(=O)C. Product: [CH3:13][O:14][C:15]1[CH:22]=[C:21]([O:23][CH3:24])[CH:20]=[CH:19][C:16]=1[CH2:17][NH:18][S:8]([CH2:7][C:2]1[CH:3]=[CH:4][CH:5]=[CH:6][C:1]=1[CH3:12])(=[O:10])=[O:9]. The catalyst class is: 4. (2) Reactant: [CH3:1][C:2]1[NH:3][C:4]2[C:9]([C:10]=1[CH3:11])=[CH:8][C:7]([C:12]([O:14][CH2:15][CH:16]=[CH2:17])=[O:13])=[CH:6][CH:5]=2.[H-].[Na+].Br[CH2:21][C:22]1[CH:23]=[C:24]([CH:32]=[CH:33][C:34]=1[Cl:35])[O:25][C@@H:26]([CH3:31])[C:27]([O:29][CH3:30])=[O:28]. Product: [Cl:35][C:34]1[CH:33]=[CH:32][C:24]([O:25][C@@H:26]([CH3:31])[C:27]([O:29][CH3:30])=[O:28])=[CH:23][C:22]=1[CH2:21][N:3]1[C:4]2[C:9](=[CH:8][C:7]([C:12]([O:14][CH2:15][CH:16]=[CH2:17])=[O:13])=[CH:6][CH:5]=2)[C:10]([CH3:11])=[C:2]1[CH3:1]. The catalyst class is: 31. (3) Reactant: [Br:1][C:2]1[S:3][C:4]([N:11]([CH2:14][CH3:15])[CH2:12][CH3:13])=[C:5]([CH3:10])[C:6]=1[C:7]([OH:9])=O.Cl.[NH2:17][CH2:18][C:19]1[C:20](=[O:27])[NH:21][C:22]([CH3:26])=[CH:23][C:24]=1[CH3:25].C(Cl)CCl.C1C=NC2N(O)N=NC=2C=1.CN1CCOCC1. Product: [Br:1][C:2]1[S:3][C:4]([N:11]([CH2:14][CH3:15])[CH2:12][CH3:13])=[C:5]([CH3:10])[C:6]=1[C:7]([NH:17][CH2:18][C:19]1[C:20](=[O:27])[NH:21][C:22]([CH3:26])=[CH:23][C:24]=1[CH3:25])=[O:9]. The catalyst class is: 136. (4) Reactant: [Br:1][C:2]1[CH:7]=[CH:6][C:5]([NH:8][C:9]([NH:11]C(=O)C2C=CC=CC=2)=[S:10])=[C:4]([F:20])[C:3]=1[F:21].[OH-].[Na+]. Product: [Br:1][C:2]1[CH:7]=[CH:6][C:5]([NH:8][C:9]([NH2:11])=[S:10])=[C:4]([F:20])[C:3]=1[F:21]. The catalyst class is: 5. (5) Reactant: [CH2:1]([CH:3]([NH:6][C:7](=[O:40])[NH:8][C:9]1[CH:37]=[CH:36][C:12]([O:13][C:14]2[CH:19]=[CH:18][C:17]([NH:20][C:21](=[O:35])[C:22]3[CH:27]=[CH:26][C:25]([O:28][CH:29]4[CH2:34][CH2:33][NH:32][CH2:31][CH2:30]4)=[CH:24][CH:23]=3)=[CH:16][CH:15]=2)=[C:11]([O:38][CH3:39])[CH:10]=1)[CH2:4][CH3:5])[CH3:2].Br[CH2:42][CH2:43][CH2:44][OH:45].C([O-])([O-])=O.[K+].[K+]. Product: [CH2:1]([CH:3]([NH:6][C:7](=[O:40])[NH:8][C:9]1[CH:37]=[CH:36][C:12]([O:13][C:14]2[CH:15]=[CH:16][C:17]([NH:20][C:21](=[O:35])[C:22]3[CH:27]=[CH:26][C:25]([O:28][CH:29]4[CH2:30][CH2:31][N:32]([CH2:42][CH2:43][CH2:44][OH:45])[CH2:33][CH2:34]4)=[CH:24][CH:23]=3)=[CH:18][CH:19]=2)=[C:11]([O:38][CH3:39])[CH:10]=1)[CH2:4][CH3:5])[CH3:2]. The catalyst class is: 3. (6) Reactant: [F:1][C:2]1[CH:7]=[CH:6][C:5]([N:8]2[C:16]3[CH:15]=[C:14]4[CH2:17][CH2:18][C@H:19]5[C:24]([C@@:13]4([CH3:31])[CH2:12][C:11]=3[CH:10]=[N:9]2)=[CH:23][CH2:22][C@@H:21]([C:25]([F:28])([F:27])[F:26])[C@@H:20]5[CH2:29][OH:30])=[CH:4][CH:3]=1.C(N(C(C)C)CC)(C)C.[CH3:41][S:42](Cl)(=[O:44])=[O:43]. Product: [CH3:41][S:42]([O:30][CH2:29][CH:20]1[CH:21]([C:25]([F:27])([F:26])[F:28])[CH2:22][CH:23]=[C:24]2[CH:19]1[CH2:18][CH2:17][C:14]1[C@:13]2([CH3:31])[CH2:12][C:11]2[CH:10]=[N:9][N:8]([C:5]3[CH:6]=[CH:7][C:2]([F:1])=[CH:3][CH:4]=3)[C:16]=2[CH:15]=1)(=[O:44])=[O:43]. The catalyst class is: 124. (7) The catalyst class is: 5. Product: [OH:26][C@H:7]1[C@@H:6]([OH:27])[C@H:5]([OH:4])[C@@H:10]([CH2:11][OH:12])[O:9][C@@H:8]1[C:16]1[CH:17]=[C:18]([CH:23]=[CH:24][CH:25]=1)[C:19]([OH:21])=[O:20]. Reactant: C([O:4][C@@H:5]1[C@@H:10]([CH2:11][O:12]C(=O)C)[O:9][C@H:8]([C:16]2[CH:17]=[C:18]([CH:23]=[CH:24][CH:25]=2)[C:19]([O:21]C)=[O:20])[C@@H:7]([OH:26])[C@H:6]1[OH:27])(=O)C.CO[Na].[OH-].[Na+]. (8) Reactant: [NH2:1][C:2]1[N:7]=[C:6]([NH2:8])[CH:5]=[C:4]([OH:9])[N:3]=1.[CH3:10][C:11]([O-])=O.[Na+].ClCC=O. Product: [NH2:1][C:2]1[NH:3][C:4](=[O:9])[C:5]2[CH:11]=[CH:10][NH:8][C:6]=2[N:7]=1. The catalyst class is: 6. (9) The catalyst class is: 188. Product: [CH2:1]([O:7][C:8]1[CH:13]=[CH:12][C:11]([B:20]([OH:25])[OH:21])=[CH:10][CH:9]=1)[CH2:2][CH2:3][CH2:4][CH2:5][CH3:6]. Reactant: [CH2:1]([O:7][C:8]1[CH:13]=[CH:12][C:11](Br)=[CH:10][CH:9]=1)[CH2:2][CH2:3][CH2:4][CH2:5][CH3:6].C([Li])CCC.[B:20](OC(C)C)([O:25]C(C)C)[O:21]C(C)C.